From a dataset of Catalyst prediction with 721,799 reactions and 888 catalyst types from USPTO. Predict which catalyst facilitates the given reaction. (1) Reactant: [N:1]1[C:10]2[C:5](=[CH:6][CH:7]=[CH:8][CH:9]=2)[C:4]([O:11][CH:12]2[CH2:17][CH2:16][N:15]([C:18]3[N:23]=[N:22][C:21]([C:24]4[CH:25]=[N:26][CH:27]=[C:28]([CH:34]=4)[C:29]([O:31]CC)=[O:30])=[CH:20][CH:19]=3)[CH2:14][CH2:13]2)=[CH:3][CH:2]=1.[OH-].[Na+]. Product: [N:1]1[C:10]2[C:5](=[CH:6][CH:7]=[CH:8][CH:9]=2)[C:4]([O:11][CH:12]2[CH2:13][CH2:14][N:15]([C:18]3[N:23]=[N:22][C:21]([C:24]4[CH:25]=[N:26][CH:27]=[C:28]([CH:34]=4)[C:29]([OH:31])=[O:30])=[CH:20][CH:19]=3)[CH2:16][CH2:17]2)=[CH:3][CH:2]=1. The catalyst class is: 5. (2) Reactant: Br[CH2:2][CH2:3][O:4][C:5]1[CH:6]=[C:7]([CH:13]=[CH:14][CH:15]=1)[C:8]([O:10][CH2:11][CH3:12])=[O:9].[NH:16]1[CH2:21][CH2:20][O:19][CH2:18][CH2:17]1.C([O-])([O-])=O.[K+].[K+]. Product: [N:16]1([CH2:2][CH2:3][O:4][C:5]2[CH:6]=[C:7]([CH:13]=[CH:14][CH:15]=2)[C:8]([O:10][CH2:11][CH3:12])=[O:9])[CH2:21][CH2:20][O:19][CH2:18][CH2:17]1. The catalyst class is: 10. (3) Reactant: [C:1]([C:3]1[C:4]([SH:11])=[N:5][C:6]([CH3:10])=[CH:7][C:8]=1[CH3:9])#[N:2].[OH-].[K+].Cl[CH2:15][C:16]#[N:17]. Product: [NH2:2][C:1]1[C:3]2[C:4](=[N:5][C:6]([CH3:10])=[CH:7][C:8]=2[CH3:9])[S:11][C:15]=1[C:16]#[N:17]. The catalyst class is: 3. (4) Reactant: [CH3:1][NH:2][CH3:3].C1COCC1.Br[CH2:10][C:11]1[N:16]=[C:15]([C:17]([F:20])([F:19])[F:18])[N:14]=[C:13]([C:21]([O:23]CC)=[O:22])[CH:12]=1.O.[OH-].[Li+]. Product: [CH3:1][N:2]([CH2:10][C:11]1[N:16]=[C:15]([C:17]([F:20])([F:18])[F:19])[N:14]=[C:13]([C:21]([OH:23])=[O:22])[CH:12]=1)[CH3:3]. The catalyst class is: 2. (5) Reactant: [CH2:1]([C:4]1([C:25]2[CH:30]=[CH:29][CH:28]=[CH:27][CH:26]=2)[O:9][C:8](=[O:10])[N:7]([C:11]2[CH:12]=[C:13]([C:17]3[CH:22]=[CH:21][C:20]([F:23])=[CH:19][C:18]=3[F:24])[CH:14]=[CH:15][CH:16]=2)[CH2:6][CH2:5]1)[CH:2]=C.[O:31]=[O+][O-].[BH4-].[Na+]. Product: [F:24][C:18]1[CH:19]=[C:20]([F:23])[CH:21]=[CH:22][C:17]=1[C:13]1[CH:14]=[CH:15][CH:16]=[C:11]([N:7]2[CH2:6][CH2:5][C:4]([CH2:1][CH2:2][OH:31])([C:25]3[CH:26]=[CH:27][CH:28]=[CH:29][CH:30]=3)[O:9][C:8]2=[O:10])[CH:12]=1. The catalyst class is: 2. (6) Reactant: [C:1]([O:5][C:6]([N:8]1[CH2:12][C@@H:11]([O:13][CH2:14][C:15]#[C:16][C:17]2[CH:22]=[CH:21][CH:20]=[CH:19][C:18]=2[F:23])[C@H:10]([N:24]=[N+:25]=[N-:26])[CH2:9]1)=[O:7])([CH3:4])([CH3:3])[CH3:2]. Product: [C:1]([O:5][C:6]([N:8]1[CH2:9][C@@H:10]2[C@H:11]([O:13][CH2:14][C:15]3[N:24]2[N:25]=[N:26][C:16]=3[C:17]2[CH:22]=[CH:21][CH:20]=[CH:19][C:18]=2[F:23])[CH2:12]1)=[O:7])([CH3:4])([CH3:2])[CH3:3]. The catalyst class is: 113. (7) Reactant: Cl.[NH:2]1[CH2:7][CH2:6][CH:5]([C:8]#[N:9])[CH2:4][CH2:3]1.[Cl:10][C:11]1[C:20]2[C:15](=[CH:16][C:17]([C:21]#[N:22])=[CH:18][CH:19]=2)[C:14]([NH:23][CH2:24][C:25]2[CH:30]=[CH:29][C:28]([O:31][CH3:32])=[C:27]([Cl:33])[CH:26]=2)=[N:13][N:12]=1.C(N(C(C)C)CC)(C)C.CN1CCCC1=O. Product: [ClH:10].[Cl:33][C:27]1[CH:26]=[C:25]([CH:30]=[CH:29][C:28]=1[O:31][CH3:32])[CH2:24][NH:23][C:14]1[C:15]2[C:20](=[CH:19][CH:18]=[C:17]([C:21]#[N:22])[CH:16]=2)[C:11]([N:2]2[CH2:7][CH2:6][CH:5]([C:8]#[N:9])[CH2:4][CH2:3]2)=[N:12][N:13]=1. The catalyst class is: 13.